From a dataset of NCI-60 drug combinations with 297,098 pairs across 59 cell lines. Regression. Given two drug SMILES strings and cell line genomic features, predict the synergy score measuring deviation from expected non-interaction effect. (1) Drug 1: CC(C)NC(=O)C1=CC=C(C=C1)CNNC.Cl. Drug 2: CC(C)CN1C=NC2=C1C3=CC=CC=C3N=C2N. Cell line: HOP-92. Synergy scores: CSS=2.46, Synergy_ZIP=-1.33, Synergy_Bliss=-4.42, Synergy_Loewe=-0.298, Synergy_HSA=-5.33. (2) Drug 1: CC1=C(C=C(C=C1)NC(=O)C2=CC=C(C=C2)CN3CCN(CC3)C)NC4=NC=CC(=N4)C5=CN=CC=C5. Drug 2: CN(C(=O)NC(C=O)C(C(C(CO)O)O)O)N=O. Cell line: NCI-H226. Synergy scores: CSS=-7.92, Synergy_ZIP=3.96, Synergy_Bliss=3.40, Synergy_Loewe=-5.88, Synergy_HSA=-4.71.